Dataset: Full USPTO retrosynthesis dataset with 1.9M reactions from patents (1976-2016). Task: Predict the reactants needed to synthesize the given product. (1) The reactants are: I[C:2]1[CH:29]=[CH:28][C:5]2[N:6]([CH2:9][C:10]3[CH:27]=[CH:26][C:13]4[N:14]=[C:15]([NH:17][C@@H:18]5[CH2:23][CH2:22][CH2:21][C@@H:20]([OH:24])[C@H:19]5[OH:25])[S:16][C:12]=4[CH:11]=3)[CH:7]=[N:8][C:4]=2[CH:3]=1.[CH:30](B1OC(C)(C)C(C)(C)O1)=[CH2:31].C([O-])([O-])=O.[K+].[K+].O1CCOCC1. Given the product [CH:30]([C:2]1[CH:29]=[CH:28][C:5]2[N:6]([CH2:9][C:10]3[CH:27]=[CH:26][C:13]4[N:14]=[C:15]([NH:17][C@@H:18]5[CH2:23][CH2:22][CH2:21][C@@H:20]([OH:24])[C@H:19]5[OH:25])[S:16][C:12]=4[CH:11]=3)[CH:7]=[N:8][C:4]=2[CH:3]=1)=[CH2:31], predict the reactants needed to synthesize it. (2) Given the product [CH2:1]([O:8][C:9]1[CH:14]=[CH:13][C:12]([C:15]2[NH:29][C:18]3=[N:19][C:20]([C:23]4[CH2:24][CH2:25][N:26]([S:41]([CH2:39][CH3:40])(=[O:43])=[O:42])[CH2:27][CH:28]=4)=[CH:21][CH:22]=[C:17]3[N:16]=2)=[CH:11][CH:10]=1)[C:2]1[CH:3]=[CH:4][CH:5]=[CH:6][CH:7]=1, predict the reactants needed to synthesize it. The reactants are: [CH2:1]([O:8][C:9]1[CH:14]=[CH:13][C:12]([C:15]2[NH:29][C:18]3=[N:19][C:20]([C:23]4[CH2:24][CH2:25][NH:26][CH2:27][CH:28]=4)=[CH:21][CH:22]=[C:17]3[N:16]=2)=[CH:11][CH:10]=1)[C:2]1[CH:7]=[CH:6][CH:5]=[CH:4][CH:3]=1.CCN(C(C)C)C(C)C.[CH2:39]([S:41](Cl)(=[O:43])=[O:42])[CH3:40].O.